From a dataset of Peptide-MHC class I binding affinity with 185,985 pairs from IEDB/IMGT. Regression. Given a peptide amino acid sequence and an MHC pseudo amino acid sequence, predict their binding affinity value. This is MHC class I binding data. (1) The peptide sequence is LMYDIINSV. The MHC is HLA-A68:02 with pseudo-sequence HLA-A68:02. The binding affinity (normalized) is 0.465. (2) The peptide sequence is MKWMMAMKY. The MHC is HLA-B73:01 with pseudo-sequence HLA-B73:01. The binding affinity (normalized) is 0.0847. (3) The peptide sequence is YVPTEFWGF. The MHC is HLA-B08:02 with pseudo-sequence HLA-B08:02. The binding affinity (normalized) is 0.0847. (4) The peptide sequence is TERSASGGVY. The MHC is HLA-A26:01 with pseudo-sequence HLA-A26:01. The binding affinity (normalized) is 0. (5) The peptide sequence is MRVLHLDLK. The MHC is HLA-A02:01 with pseudo-sequence HLA-A02:01. The binding affinity (normalized) is 0.0847. (6) The peptide sequence is RIRFFYRKK. The MHC is HLA-A30:01 with pseudo-sequence HLA-A30:01. The binding affinity (normalized) is 1.00. (7) The peptide sequence is EVHTWTEQY. The MHC is HLA-A26:02 with pseudo-sequence HLA-A26:02. The binding affinity (normalized) is 1.00. (8) The peptide sequence is FSYDLRLNK. The MHC is HLA-A33:01 with pseudo-sequence HLA-A33:01. The binding affinity (normalized) is 0.340. (9) The peptide sequence is AINNRICVM. The MHC is HLA-B08:01 with pseudo-sequence HLA-B08:01. The binding affinity (normalized) is 0.441.